Dataset: Kir2.1 potassium channel HTS with 301,493 compounds. Task: Binary Classification. Given a drug SMILES string, predict its activity (active/inactive) in a high-throughput screening assay against a specified biological target. (1) The molecule is O=C(N(CCc1ccccc1)Cc1ccccc1)c1c(OC)nc(OC)cc1. The result is 0 (inactive). (2) The compound is Clc1c(CNCC(C)C)cc(OCC)c(OCC(=O)Nc2ccccc2)c1. The result is 0 (inactive). (3) The molecule is S(CC(=O)Nc1cc(cc(c1)C)C)c1nc2[nH][nH]cc2c(=O)n1. The result is 0 (inactive). (4) The result is 0 (inactive). The drug is S=C(NC1CC2N(C(C1)CCC2)Cc1occc1)NCCOC. (5) The drug is S(c1n(CCc2ccc(S(=O)(=O)N)cc2)c(=O)c2c(n1)cccc2)C(C)C(=O)NC(=O)N. The result is 0 (inactive). (6) The drug is Fc1ccc(C2N(CCN(CC)CC)C(=O)c3c(N2)cccc3)cc1. The result is 0 (inactive). (7) The molecule is Fc1ccc(CNC(=O)c2cn(nc2)C)cc1. The result is 0 (inactive). (8) The drug is s\1\c(n(c2ccccc2)c(=O)c1=C\C(OC)=O)=C(\C(=O)NCc1occc1)C#N. The result is 0 (inactive).